This data is from Peptide-MHC class I binding affinity with 185,985 pairs from IEDB/IMGT. The task is: Regression. Given a peptide amino acid sequence and an MHC pseudo amino acid sequence, predict their binding affinity value. This is MHC class I binding data. (1) The binding affinity (normalized) is 0.378. The MHC is HLA-A02:02 with pseudo-sequence HLA-A02:02. The peptide sequence is LMDCIMFDA. (2) The peptide sequence is SWPNHTFNGV. The MHC is Mamu-A01 with pseudo-sequence Mamu-A01. The binding affinity (normalized) is 0.218. (3) The peptide sequence is TLEEAKTALK. The MHC is HLA-A11:01 with pseudo-sequence HLA-A11:01. The binding affinity (normalized) is 0.220. (4) The peptide sequence is RVYINVVVK. The MHC is HLA-A02:02 with pseudo-sequence HLA-A02:02. The binding affinity (normalized) is 0.545. (5) The peptide sequence is TSKLNHHFP. The MHC is HLA-A11:01 with pseudo-sequence HLA-A11:01. The binding affinity (normalized) is 0.0847. (6) The peptide sequence is NGYRWQHQI. The MHC is HLA-B44:02 with pseudo-sequence HLA-B44:02. The binding affinity (normalized) is 0.0847. (7) The peptide sequence is YADSVKGRFTI. The MHC is Mamu-B01 with pseudo-sequence Mamu-B01. The binding affinity (normalized) is 0.145. (8) The peptide sequence is SETDRWGL. The MHC is Mamu-B01 with pseudo-sequence Mamu-B01. The binding affinity (normalized) is 0.0665.